The task is: Binary Classification. Given a miRNA mature sequence and a target amino acid sequence, predict their likelihood of interaction.. This data is from Experimentally validated miRNA-target interactions with 360,000+ pairs, plus equal number of negative samples. (1) The miRNA is mmu-miR-471-5p with sequence UACGUAGUAUAGUGCUUUUCAC. The protein sequence of the target gene is MAGQGDCCVKVAVRIRPQLSKEKIEGCHICTSVTPGEPQVLLGKDKAFTYDFVFDLDTWQEQIYSTCVSKLIEGCFEGYNATVLAYGQTGAGKTYTMGTGFDMATSEEEQGIIPRAIAHLFGGIAERKRRAQEQGVAGPEFKVSAQFLELYNEEILDLFDSTRDPDTRHRRSNIKIHEDANGGIYTTGVTSRLIHSQEELIQCLKQGALSRTTASTQMNVQSSRSHAIFTIHLCQMRMCTQPDLVNEAVTGLPDGTPPSSEYETLTAKFHFVDLAGSERLKRTGATGERAKEGISINCGL.... Result: 0 (no interaction). (2) The miRNA is hsa-miR-4790-3p with sequence UGAAUGGUAAAGCGAUGUCACA. The protein sequence of the target gene is MATEPPSPLRVEAPGPPEMRTSPAIESTPEGTPQPAGGRLRFLNGCVPLSHQVAGHMYGKDKVGILQHPDGTVLKQLQPPPRGPRELEFYNMVYAADCFDGVLLELRKYLPKYYGIWSPPTAPNDLYLKLEDVTHKFNKPCIMDVKIGQKSYDPFASSEKIQQQVSKYPLMEEIGFLVLGMRVYHVHSDSYETENQHYGRSLTKETIKDGVSRFFHNGYCLRKDAVAASIQKIEKILQWFENQKQLNFYASSLLFVYEGSSQPTTTKLNDRTLAEKFLSKGQLSDTEVLEYNNNFHVLSS.... Result: 1 (interaction). (3) The miRNA is mmu-miR-3109-3p with sequence UAGGGCCAUCUCAUCCAGAUA. The protein sequence of the target gene is MLHLKVQFLDDSQKIFVVDQKSSGKALFNLSCSHLNLAEKEYFGLEFCSHSGNNVWLELLKPITKQVKNPKEIVFKFMVKFFPVDPGHLREELTRYLFTLQIKKDLALGRLPCSDNCTALMVSHILQSELGDFHEETDRKHLAQTRYLPNQDCLEGKIMHFHQKHIGRSPAESDILLLDIARKLDMYGIRPHPASDGEGMQIHLAVAHMGVLVLRGNTKINTFNWAKIRKLSFKRKHFLIKLHANILVLCKDTLEFTMASRDACKAFWKTCVEYHAFFRLSEEPKSKPKTLLCSKGSSFR.... Result: 0 (no interaction). (4) The miRNA is hsa-miR-550b-3p with sequence UCUUACUCCCUCAGGCACUG. The protein sequence of the target gene is MEFPEHGVRLLGRLRQQRELGFLCDCTVLVGDARFPAHRAVLAACSVYFHLFYRDQPASSRDTVRLNGDIVTVPAFSRLLDFMYEGRLDLHNLPVEDVLAAASYLHMYDIVKVCKGRLRKKDPDLETRTLGTELPGQPPHPLPSWSPAFCQAAPKAKHPSLGVKATHPLPTFGPPSWQVAEQSSGALDLSLKPSPRPEQVHPPCRLQTSLCSSVQQVAQPLVKAEQDSFSEQDSSSPQSADRSPPPVCASAAQGLAVDLEPLHIEGTGSQQLGLPAEPVLDSEELGPSRHLCICPLCCKL.... Result: 0 (no interaction). (5) The miRNA is hsa-miR-4776-5p with sequence GUGGACCAGGAUGGCAAGGGCU. The protein sequence of the target gene is MNGVAFCLVGIPPRPEPRPPQLPLGPRDGCSSGRPLPWPGPRTLLLRKSLQDGFGFTLRHFIVYPPESAVHCILKEEENGGRGGGPSPRHRLEPMDTIFVKNVKDGGPAHRAGLRTGDRLVKVNGESIIGKTYSQVIGLIQNSDDTLELSIMPKDEDILQLAYSQDAYLKGNEPYSGEARSIPEPPPLCYPRKTYAPPTRAPAWATMVPEPISALPPDPRSPAAWSDPGSRVPSATRAHLDNSSLGMSQPRPSPGAFPHLPSESRTPRAFPEPGSRVLPSRLECQQALSHWLSNQIPRRA.... Result: 0 (no interaction). (6) The miRNA is hsa-miR-9500 with sequence AAGGGAAGAUGGUGACCAC. The protein sequence of the target gene is MRPLCVTCWWLGLLAAMGAVAGQEDGFEGTEEGSPREFIYLNRYKRAGESQDKCTYTFIVPQQRVTGAICVNSKEPEVLLENRVHKQELELLNNELLKQKRQIETLQQLVEVDGGIVSEVKLLRKESRNMNSRVTQLYMQLLHEIIRKRDNALELSQLENRILNQTADMLQLASKYKDLEHKYQHLATLAHNQSEIIAQLEEHCQRVPSARPVPQPPPAAPPRVYQPPTYNRIINQISTNEIQSDQNLKVLPPPLPTMPTLTSLPSSTDKPSGPWRDCLQALEDGHDTSSIYLVKPENTN.... Result: 0 (no interaction). (7) Result: 0 (no interaction). The miRNA is hsa-miR-4468 with sequence AGAGCAGAAGGAUGAGAU. The protein sequence of the target gene is MESRKRKSELEHYIDKLTDPPEKQRKMAEFYNSLRMFYKRRWNATLKLPHVQGVEVNLYRLYDTVMALGGWQKVAASDKWSDIAEMFGCKDDILCGDHAIKIIYMRYLSKFEQVETIGDVDDYVDNEMSRSRGRNATSFFATNECPISNNRMVQEYQHRDERGQIINEPDYARLTKSLISGLPNEIDFAMNVCMLLSHAGPKQLRICHAPTLLTLLVAHTGVYDEDDETMADMGKEWKRTTKHNFRDFWASSGVPLDMLMTFLDREIEAEYIDEDDQFFTGVSETFNVKDSRCWRLNQVT....